From a dataset of NCI-60 drug combinations with 297,098 pairs across 59 cell lines. Regression. Given two drug SMILES strings and cell line genomic features, predict the synergy score measuring deviation from expected non-interaction effect. Drug 1: CN(C)N=NC1=C(NC=N1)C(=O)N. Drug 2: CN1C(=O)N2C=NC(=C2N=N1)C(=O)N. Cell line: U251. Synergy scores: CSS=13.1, Synergy_ZIP=-3.02, Synergy_Bliss=2.12, Synergy_Loewe=-5.87, Synergy_HSA=3.54.